This data is from Full USPTO retrosynthesis dataset with 1.9M reactions from patents (1976-2016). The task is: Predict the reactants needed to synthesize the given product. Given the product [Cl:26][C:27]1[CH:32]=[CH:31][C:30]([C:33]([NH:35][C:36]([NH:20][C:19]2[CH:21]=[CH:22][C:16]([O:15][C:6]3[C:5]4[C:10](=[CH:11][C:12]([O:13][CH3:14])=[C:3]([O:2][CH3:1])[CH:4]=4)[N:9]=[CH:8][CH:7]=3)=[CH:17][CH:18]=2)=[S:37])=[O:34])=[CH:29][CH:28]=1, predict the reactants needed to synthesize it. The reactants are: [CH3:1][O:2][C:3]1[CH:4]=[C:5]2[C:10](=[CH:11][C:12]=1[O:13][CH3:14])[N:9]=[CH:8][CH:7]=[C:6]2[O:15][C:16]1[CH:22]=[CH:21][C:19]([NH2:20])=[CH:18][CH:17]=1.C(O)C.[Cl:26][C:27]1[CH:32]=[CH:31][C:30]([C:33]([N:35]=[C:36]=[S:37])=[O:34])=[CH:29][CH:28]=1.